This data is from Full USPTO retrosynthesis dataset with 1.9M reactions from patents (1976-2016). The task is: Predict the reactants needed to synthesize the given product. The reactants are: [Cl:1][C:2]1[CH:3]=[C:4]2[C:9](=[CH:10][CH:11]=1)[N:8]([C:12]1[C:13]([C:26]3[CH:31]=[CH:30][C:29]([F:32])=[CH:28][CH:27]=3)=[N:14][C:15]3[C:20]([N:21]=1)=[CH:19][C:18]([C:22]([O:24]C)=[O:23])=[CH:17][CH:16]=3)[CH2:7][CH2:6][CH2:5]2.[OH-].[Na+]. Given the product [Cl:1][C:2]1[CH:3]=[C:4]2[C:9](=[CH:10][CH:11]=1)[N:8]([C:12]1[C:13]([C:26]3[CH:27]=[CH:28][C:29]([F:32])=[CH:30][CH:31]=3)=[N:14][C:15]3[C:20]([N:21]=1)=[CH:19][C:18]([C:22]([OH:24])=[O:23])=[CH:17][CH:16]=3)[CH2:7][CH2:6][CH2:5]2, predict the reactants needed to synthesize it.